This data is from Forward reaction prediction with 1.9M reactions from USPTO patents (1976-2016). The task is: Predict the product of the given reaction. Given the reactants [O:1]1[C:5]2[CH:6]=[CH:7][C:8]([C:10]3[S:11][CH:12]=[C:13]([C:15]([OH:17])=O)[N:14]=3)=[CH:9][C:4]=2[CH2:3][CH2:2]1.[CH3:18][N:19]1[CH2:24][CH2:23][N:22]([C:25]2[CH:34]=[CH:33][C:28]3[N:29]=[C:30]([NH2:32])[S:31][C:27]=3[CH:26]=2)[CH2:21][CH2:20]1.F[P-](F)(F)(F)(F)F.N1(OC(N(C)C)=[N+](C)C)C2C=CC=CC=2N=N1.C(N(CC)C(C)C)(C)C, predict the reaction product. The product is: [O:1]1[C:5]2[CH:6]=[CH:7][C:8]([C:10]3[S:11][CH:12]=[C:13]([C:15]([NH:32][C:30]4[S:31][C:27]5[CH:26]=[C:25]([N:22]6[CH2:21][CH2:20][N:19]([CH3:18])[CH2:24][CH2:23]6)[CH:34]=[CH:33][C:28]=5[N:29]=4)=[O:17])[N:14]=3)=[CH:9][C:4]=2[CH2:3][CH2:2]1.